From a dataset of Forward reaction prediction with 1.9M reactions from USPTO patents (1976-2016). Predict the product of the given reaction. (1) The product is: [N+:14]([C:17]1[CH:18]=[CH:19][C:20]([C:21]([N:1]2[CH2:6][CH2:5][S:4][CH2:3][CH2:2]2)=[O:22])=[CH:24][CH:25]=1)([O-:16])=[O:15]. Given the reactants [NH:1]1[CH2:6][CH2:5][S:4][CH2:3][CH2:2]1.CCN(CC)CC.[N+:14]([C:17]1[CH:25]=[CH:24][C:20]([C:21](Cl)=[O:22])=[CH:19][CH:18]=1)([O-:16])=[O:15], predict the reaction product. (2) Given the reactants [CH3:1][O:2][C:3]([C:5]1([CH3:26])[CH2:11][CH2:10][N:9](S(C2C=CC(C)=CC=2)(=O)=O)[C:8]2[CH:22]=[CH:23][CH:24]=[CH:25][C:7]=2[CH2:6]1)=[O:4].[Mg].[Cl-].[NH4+], predict the reaction product. The product is: [CH3:1][O:2][C:3]([C:5]1([CH3:26])[CH2:11][CH2:10][NH:9][C:8]2[CH:22]=[CH:23][CH:24]=[CH:25][C:7]=2[CH2:6]1)=[O:4]. (3) Given the reactants [H-].[Na+].[CH3:3][S:4]([NH2:7])(=[O:6])=[O:5].[CH2:8]([O:10][C:11](=[O:19])[CH2:12][O:13][CH2:14][CH2:15][CH2:16][CH2:17]Br)[CH3:9].Cl, predict the reaction product. The product is: [CH2:8]([O:10][C:11](=[O:19])[CH2:12][O:13][CH2:14][CH2:15][CH2:16][CH2:17][NH:7][S:4]([CH3:3])(=[O:6])=[O:5])[CH3:9]. (4) Given the reactants [CH3:1][C:2]1[N:6]2[CH:7]=[CH:8][CH:9]=[C:10]([C:11](=[CH2:22])[C:12]([O:14]CC3C=CC=CC=3)=[O:13])[C:5]2=[N:4][N:3]=1, predict the reaction product. The product is: [CH3:1][C:2]1[N:6]2[CH:7]=[CH:8][CH:9]=[C:10]([CH:11]([CH3:22])[C:12]([OH:14])=[O:13])[C:5]2=[N:4][N:3]=1. (5) Given the reactants [CH3:1][S:2]([NH:5][C:6]1[CH:7]=[C:8]2[C:12](=[CH:13][CH:14]=1)[N:11]([CH2:15][C:16]([O:18]CC1C=CC=CC=1)=[O:17])[CH2:10][CH2:9]2)(=[O:4])=[O:3], predict the reaction product. The product is: [CH3:1][S:2]([NH:5][C:6]1[CH:7]=[C:8]2[C:12](=[CH:13][CH:14]=1)[N:11]([CH2:15][C:16]([OH:18])=[O:17])[CH2:10][CH2:9]2)(=[O:3])=[O:4]. (6) Given the reactants C([O:8][CH2:9][C:10]1[N:15]=[CH:14][N:13]=[C:12]([O:16][C:17]2[CH:18]=[C:19]3[C:23](=[CH:24][CH:25]=2)[N:22]([C:26](=[O:28])[CH3:27])[CH:21]=[CH:20]3)[CH:11]=1)C1C=CC=CC=1.FC(F)(F)C(O)=O.C(=O)(O)[O-].[Na+].O, predict the reaction product. The product is: [OH:8][CH2:9][C:10]1[N:15]=[CH:14][N:13]=[C:12]([O:16][C:17]2[CH:18]=[C:19]3[C:23](=[CH:24][CH:25]=2)[N:22]([C:26](=[O:28])[CH3:27])[CH:21]=[CH:20]3)[CH:11]=1. (7) Given the reactants [Cl:1][C:2]1[C:11]2[C:6](=[CH:7][CH:8]=[C:9]([O:12][CH3:13])[CH:10]=2)[C:5](=O)[NH:4][CH:3]=1.O=P(Cl)(Cl)[Cl:17], predict the reaction product. The product is: [Cl:17][C:5]1[C:6]2[C:11](=[CH:10][C:9]([O:12][CH3:13])=[CH:8][CH:7]=2)[C:2]([Cl:1])=[CH:3][N:4]=1. (8) Given the reactants O1CCOCC1.[OH-].[Li+].[CH:9]1([C:14]([N:16]2[CH2:21][CH:20]([C:22]3[CH:27]=[CH:26][C:25]([O:28][C:29]([F:32])([F:31])[F:30])=[CH:24][CH:23]=3)[CH2:19][CH:18]([C:33]([O:35]CC)=[O:34])[CH2:17]2)=[O:15])[CH2:13][CH2:12][CH2:11][CH2:10]1, predict the reaction product. The product is: [CH:9]1([C:14]([N:16]2[CH2:21][CH:20]([C:22]3[CH:23]=[CH:24][C:25]([O:28][C:29]([F:31])([F:32])[F:30])=[CH:26][CH:27]=3)[CH2:19][CH:18]([C:33]([OH:35])=[O:34])[CH2:17]2)=[O:15])[CH2:13][CH2:12][CH2:11][CH2:10]1. (9) The product is: [OH:37][CH:36]1[CH:32]([NH:31][C:7](=[O:9])[C:2]2[CH:3]=[CH:4][CH:5]=[CH:6][N:1]=2)[CH2:33][N:34]([C:38]([O:40][CH2:41][C:42]2[CH:47]=[CH:46][CH:45]=[CH:44][CH:43]=2)=[O:39])[CH2:35]1. Given the reactants [N:1]1[CH:6]=[CH:5][CH:4]=[CH:3][C:2]=1[C:7]([OH:9])=O.C1C=CC2N(O)N=NC=2C=1.CCN=C=NCCCN(C)C.[NH2:31][CH:32]1[CH:36]([OH:37])[CH2:35][N:34]([C:38]([O:40][CH2:41][C:42]2[CH:47]=[CH:46][CH:45]=[CH:44][CH:43]=2)=[O:39])[CH2:33]1, predict the reaction product.